From a dataset of Full USPTO retrosynthesis dataset with 1.9M reactions from patents (1976-2016). Predict the reactants needed to synthesize the given product. Given the product [ClH:47].[CH3:1][C:2]1[C:10]2[C:5]([NH:6][CH:7]=[N:8][C:9]=2[N:11]2[CH2:16][CH2:15][CH:14]([NH:17][C:30](=[O:31])[C:29]3[CH:33]=[CH:34][CH:35]=[C:27]([O:26][CH2:25][CH2:24][N:18]4[CH2:19][CH2:20][O:21][CH2:22][CH2:23]4)[CH:28]=3)[CH2:13][CH2:12]2)=[N:4][CH:3]=1, predict the reactants needed to synthesize it. The reactants are: [CH3:1][C:2]1[C:10]2[C:5]([NH:6][CH:7]=[N:8][C:9]=2[N:11]2[CH2:16][CH2:15][CH:14]([NH2:17])[CH2:13][CH2:12]2)=[N:4][CH:3]=1.[N:18]1([CH2:24][CH2:25][O:26][C:27]2[CH:28]=[C:29]([CH:33]=[CH:34][CH:35]=2)[C:30](O)=[O:31])[CH2:23][CH2:22][O:21][CH2:20][CH2:19]1.CCN(C(C)C)C(C)C.C(Cl)C[Cl:47].C1C=CC2N(O)N=NC=2C=1.